Dataset: Full USPTO retrosynthesis dataset with 1.9M reactions from patents (1976-2016). Task: Predict the reactants needed to synthesize the given product. (1) The reactants are: FC(F)(F)C(O)=O.[Br:8][C:9]1[CH:14]=[C:13]2[NH:15][C:16](=[O:38])[C:17]3([CH:21]([C:22]4[CH:27]=[CH:26][CH:25]=[C:24]([Cl:28])[C:23]=4[F:29])[CH:20]([C:30](O)=[O:31])[NH:19][CH:18]3[CH2:33][C:34]([CH3:37])([CH3:36])[CH3:35])[C:12]2=[CH:11][CH:10]=1.C(N(C(C)C)CC)(C)C.C1(P(Cl)(C2C=CC=CC=2)=O)C=CC=CC=1.[NH2:63][C:64]1[CH:71]=[CH:70][C:67]([C:68]#[N:69])=[CH:66][C:65]=1[O:72][CH3:73]. Given the product [C:68]([C:67]1[CH:70]=[CH:71][C:64]([NH:63][C:30]([CH:20]2[NH:19][CH:18]([CH2:33][C:34]([CH3:37])([CH3:35])[CH3:36])[C:17]3([C:12]4[C:13](=[CH:14][C:9]([Br:8])=[CH:10][CH:11]=4)[NH:15][C:16]3=[O:38])[CH:21]2[C:22]2[CH:27]=[CH:26][CH:25]=[C:24]([Cl:28])[C:23]=2[F:29])=[O:31])=[C:65]([O:72][CH3:73])[CH:66]=1)#[N:69], predict the reactants needed to synthesize it. (2) Given the product [NH2:10][C:11]1[N:16]=[C:15]([C:17]2[CH:26]=[C:25]3[C:20]([CH2:21][CH2:22][N:23]([C:27]([O:29][CH:30]4[CH2:35][CH2:34][N:33]([C:2]([NH:1][CH:4]5[CH2:8][CH2:7][CH2:6][CH2:5]5)=[O:3])[CH2:32][CH2:31]4)=[O:28])[CH2:24]3)=[CH:19][CH:18]=2)[CH:14]=[C:13]([N:36]2[CH2:41][CH2:40][N:39]([CH3:42])[CH2:38][CH2:37]2)[N:12]=1, predict the reactants needed to synthesize it. The reactants are: [N:1]([CH:4]1[CH2:8][CH2:7][CH2:6][CH2:5]1)=[C:2]=[O:3].Cl.[NH2:10][C:11]1[N:16]=[C:15]([C:17]2[CH:26]=[C:25]3[C:20]([CH2:21][CH2:22][N:23]([C:27]([O:29][CH:30]4[CH2:35][CH2:34][NH:33][CH2:32][CH2:31]4)=[O:28])[CH2:24]3)=[CH:19][CH:18]=2)[CH:14]=[C:13]([N:36]2[CH2:41][CH2:40][N:39]([CH3:42])[CH2:38][CH2:37]2)[N:12]=1. (3) Given the product [NH2:1][C:2]1[N:7]=[C:6]([O:8][C:9]2[CH:18]=[CH:17][C:12]([C:13]([NH:20][NH2:21])=[O:14])=[CH:11][CH:10]=2)[CH:5]=[C:4]([NH2:19])[N:3]=1, predict the reactants needed to synthesize it. The reactants are: [NH2:1][C:2]1[N:7]=[C:6]([O:8][C:9]2[CH:18]=[CH:17][C:12]([C:13](OC)=[O:14])=[CH:11][CH:10]=2)[CH:5]=[C:4]([NH2:19])[N:3]=1.[NH2:20][NH2:21]. (4) Given the product [CH2:14]([NH:13][C:10]([CH3:11])([CH3:12])[CH2:9][C:5]1[CH:6]=[CH:7][CH:8]=[C:3]([CH2:1][CH3:2])[CH:4]=1)[C:15]1[CH:16]=[CH:17][CH:18]=[CH:19][CH:20]=1, predict the reactants needed to synthesize it. The reactants are: [CH2:1]([C:3]1[CH:4]=[C:5]([CH2:9][C:10]([NH:13][C:14](=O)[C:15]2[CH:20]=[CH:19][CH:18]=[CH:17][CH:16]=2)([CH3:12])[CH3:11])[CH:6]=[CH:7][CH:8]=1)[CH3:2].B.C1COCC1. (5) Given the product [CH3:35][N:36]1[CH2:37][CH2:38][N:39]([C:42]2[CH:47]=[CH:46][C:45]([NH:48][CH:2]=[C:3]3[C:11]4[C:6](=[CH:7][C:8]([C:12]([C:14]5[CH:15]=[C:16]([NH:20][C:21]([C:23]6[N:24]([C:28]7[CH:29]=[CH:30][CH:31]=[CH:32][CH:33]=7)[N:25]=[CH:26][CH:27]=6)=[O:22])[CH:17]=[CH:18][CH:19]=5)=[O:13])=[CH:9][CH:10]=4)[NH:5][C:4]3=[O:34])=[CH:44][CH:43]=2)[CH2:40][CH2:41]1, predict the reactants needed to synthesize it. The reactants are: O[CH:2]=[C:3]1[C:11]2[C:6](=[CH:7][C:8]([C:12]([C:14]3[CH:15]=[C:16]([NH:20][C:21]([C:23]4[N:24]([C:28]5[CH:33]=[CH:32][CH:31]=[CH:30][CH:29]=5)[N:25]=[CH:26][CH:27]=4)=[O:22])[CH:17]=[CH:18][CH:19]=3)=[O:13])=[CH:9][CH:10]=2)[NH:5][C:4]1=[O:34].[CH3:35][N:36]1[CH2:41][CH2:40][N:39]([C:42]2[CH:47]=[CH:46][C:45]([NH2:48])=[CH:44][CH:43]=2)[CH2:38][CH2:37]1. (6) The reactants are: CN(C(ON1N=NC2C=CC=CC1=2)=[N+](C)C)C.[B-](F)(F)(F)F.[Cl:23][C:24]1[NH:28][N:27]=[C:26]([C:29]([OH:31])=O)[CH:25]=1.[NH2:32][C:33]1[CH:38]=[CH:37][C:36]([Cl:39])=[CH:35][N:34]=1.CCN(C(C)C)C(C)C. Given the product [Cl:23][C:24]1[NH:28][N:27]=[C:26]([C:29]([NH:32][C:33]2[CH:38]=[CH:37][C:36]([Cl:39])=[CH:35][N:34]=2)=[O:31])[CH:25]=1, predict the reactants needed to synthesize it. (7) The reactants are: [CH2:1]([O:8][C:9]1[CH:10]=[C:11]([CH:15]=[CH:16][C:17]=1[CH3:18])[C:12](O)=[O:13])[C:2]1[CH:7]=[CH:6][CH:5]=[CH:4][CH:3]=1.S(Cl)([Cl:21])=O. Given the product [CH2:1]([O:8][C:9]1[CH:10]=[C:11]([CH:15]=[CH:16][C:17]=1[CH3:18])[C:12]([Cl:21])=[O:13])[C:2]1[CH:7]=[CH:6][CH:5]=[CH:4][CH:3]=1, predict the reactants needed to synthesize it.